From a dataset of Peptide-MHC class II binding affinity with 134,281 pairs from IEDB. Regression. Given a peptide amino acid sequence and an MHC pseudo amino acid sequence, predict their binding affinity value. This is MHC class II binding data. (1) The peptide sequence is KHTDACCRTHDMCPDVMS. The MHC is DRB3_0101 with pseudo-sequence DRB3_0101. The binding affinity (normalized) is 0. (2) The peptide sequence is STLQEQIGWMTNNPPIPV. The MHC is HLA-DPA10301-DPB10402 with pseudo-sequence HLA-DPA10301-DPB10402. The binding affinity (normalized) is 0.0603. (3) The MHC is HLA-DQA10104-DQB10503 with pseudo-sequence HLA-DQA10104-DQB10503. The peptide sequence is EDDLLNRNNTFKPFA. The binding affinity (normalized) is 0.0275. (4) The peptide sequence is RYFNQLSTGLDMVGLAADWL. The MHC is DRB1_0405 with pseudo-sequence DRB1_0405. The binding affinity (normalized) is 0.550. (5) The peptide sequence is ANELNYILWENNIKL. The MHC is DRB1_0301 with pseudo-sequence DRB1_0301. The binding affinity (normalized) is 0.250. (6) The peptide sequence is AVTFVNAPAFAAERG. The MHC is DRB1_0101 with pseudo-sequence DRB1_0101. The binding affinity (normalized) is 1.00. (7) The peptide sequence is AKDVIPEGWKADTAY. The MHC is HLA-DQA10501-DQB10301 with pseudo-sequence HLA-DQA10501-DQB10301. The binding affinity (normalized) is 0.464. (8) The peptide sequence is SVWPIRYWATGSVLL. The MHC is DRB1_0405 with pseudo-sequence DRB1_0405. The binding affinity (normalized) is 0.796. (9) The peptide sequence is YRVNRYTKSAHQKGE. The MHC is DRB1_0101 with pseudo-sequence DRB1_0101. The binding affinity (normalized) is 0.231. (10) The peptide sequence is GELQIVDKISAAFKI. The MHC is DRB1_0701 with pseudo-sequence DRB1_0701. The binding affinity (normalized) is 0.629.